Task: Predict the product of the given reaction.. Dataset: Forward reaction prediction with 1.9M reactions from USPTO patents (1976-2016) (1) The product is: [CH3:28][C:17]1[CH:18]=[C:19]([O:21][CH:22]2[CH2:27][CH2:26][CH2:25][CH2:24][O:23]2)[CH:20]=[C:15]([CH3:14])[C:16]=1[C:29]1[CH:34]=[CH:33][CH:32]=[C:31]([CH2:35][O:1][C:2]2[CH:3]=[CH:4][C:5]([CH2:8][CH2:9][C:10]([O:12][CH3:13])=[O:11])=[CH:6][CH:7]=2)[CH:30]=1. Given the reactants [OH:1][C:2]1[CH:7]=[CH:6][C:5]([CH2:8][CH2:9][C:10]([O:12][CH3:13])=[O:11])=[CH:4][CH:3]=1.[CH3:14][C:15]1[CH:20]=[C:19]([O:21][CH:22]2[CH2:27][CH2:26][CH2:25][CH2:24][O:23]2)[CH:18]=[C:17]([CH3:28])[C:16]=1[C:29]1[CH:34]=[CH:33][CH:32]=[C:31]([CH2:35]O)[CH:30]=1.C1(P(C2C=CC=CC=2)C2C=CC=CC=2)C=CC=CC=1.N(C(OCC)=O)=NC(OCC)=O, predict the reaction product. (2) Given the reactants Br[C:2]1[S:3][CH:4]=[C:5]([Br:7])[CH:6]=1.[N:8]1[CH:13]=[CH:12][C:11](B(O)O)=[CH:10][CH:9]=1.C(=O)([O-])[O-].[K+].[K+], predict the reaction product. The product is: [Br:7][C:5]1[CH:6]=[C:2]([C:11]2[CH:12]=[CH:13][N:8]=[CH:9][CH:10]=2)[S:3][CH:4]=1.